From a dataset of NCI-60 drug combinations with 297,098 pairs across 59 cell lines. Regression. Given two drug SMILES strings and cell line genomic features, predict the synergy score measuring deviation from expected non-interaction effect. (1) Drug 1: CC12CCC3C(C1CCC2=O)CC(=C)C4=CC(=O)C=CC34C. Drug 2: CN(C)N=NC1=C(NC=N1)C(=O)N. Cell line: ACHN. Synergy scores: CSS=43.2, Synergy_ZIP=1.90, Synergy_Bliss=0.259, Synergy_Loewe=-9.23, Synergy_HSA=2.44. (2) Drug 1: CC1OCC2C(O1)C(C(C(O2)OC3C4COC(=O)C4C(C5=CC6=C(C=C35)OCO6)C7=CC(=C(C(=C7)OC)O)OC)O)O. Drug 2: CC(C)NC(=O)C1=CC=C(C=C1)CNNC.Cl. Cell line: NCI-H460. Synergy scores: CSS=42.7, Synergy_ZIP=4.33, Synergy_Bliss=3.63, Synergy_Loewe=-24.3, Synergy_HSA=1.73. (3) Drug 2: C1=NC2=C(N=C(N=C2N1C3C(C(C(O3)CO)O)O)F)N. Cell line: BT-549. Drug 1: CC12CCC3C(C1CCC2=O)CC(=C)C4=CC(=O)C=CC34C. Synergy scores: CSS=35.8, Synergy_ZIP=-0.594, Synergy_Bliss=-1.21, Synergy_Loewe=-0.643, Synergy_HSA=-0.902. (4) Drug 1: CN1C(=O)N2C=NC(=C2N=N1)C(=O)N. Drug 2: CCC1(C2=C(COC1=O)C(=O)N3CC4=CC5=C(C=CC(=C5CN(C)C)O)N=C4C3=C2)O.Cl. Cell line: HCT116. Synergy scores: CSS=45.3, Synergy_ZIP=0.175, Synergy_Bliss=0.346, Synergy_Loewe=-34.0, Synergy_HSA=-0.152. (5) Drug 1: CC1=C2C(C(=O)C3(C(CC4C(C3C(C(C2(C)C)(CC1OC(=O)C(C(C5=CC=CC=C5)NC(=O)OC(C)(C)C)O)O)OC(=O)C6=CC=CC=C6)(CO4)OC(=O)C)OC)C)OC. Drug 2: CCCS(=O)(=O)NC1=C(C(=C(C=C1)F)C(=O)C2=CNC3=C2C=C(C=N3)C4=CC=C(C=C4)Cl)F. Cell line: SF-539. Synergy scores: CSS=48.9, Synergy_ZIP=-0.255, Synergy_Bliss=-1.42, Synergy_Loewe=-26.5, Synergy_HSA=-0.0364.